This data is from HIV replication inhibition screening data with 41,000+ compounds from the AIDS Antiviral Screen. The task is: Binary Classification. Given a drug SMILES string, predict its activity (active/inactive) in a high-throughput screening assay against a specified biological target. (1) The drug is C=C1C(=O)OC2C=C(CO)C3(O)CC(O)C(C)(CC(OC(=O)C(C)=CC)C12)O3. The result is 0 (inactive). (2) The molecule is CC1C(=O)OC2CC1(C)C1C(=O)C3(O)OC14C(O)(CCC1C3C(O)C=C3CC=CC(=O)C31C)C(=O)OC24C. The result is 0 (inactive).